From a dataset of Forward reaction prediction with 1.9M reactions from USPTO patents (1976-2016). Predict the product of the given reaction. Given the reactants FC1C=C([C:12]2[N:17]=[C:16]3[N:18]([CH2:21][C:22]4[CH:23]=[C:24]5[C:29](=[CH:30][CH:31]=4)[N:28]=[CH:27][CH:26]=[CH:25]5)[N:19]=[N:20][C:15]3=[CH:14][CH:13]=2)C=CC=1C(NC)=O.[OH:32][C@@H:33]1[CH2:37][CH2:36][NH:35][CH2:34]1.[F-].[Cs+], predict the reaction product. The product is: [N:28]1[C:29]2[C:24](=[CH:23][C:22]([CH2:21][N:18]3[C:16]4=[N:17][C:12]([N:35]5[CH2:36][CH2:37][C@@H:33]([OH:32])[CH2:34]5)=[CH:13][CH:14]=[C:15]4[N:20]=[N:19]3)=[CH:31][CH:30]=2)[CH:25]=[CH:26][CH:27]=1.